From a dataset of NCI-60 drug combinations with 297,098 pairs across 59 cell lines. Regression. Given two drug SMILES strings and cell line genomic features, predict the synergy score measuring deviation from expected non-interaction effect. Drug 1: C1=NC2=C(N1)C(=S)N=C(N2)N. Drug 2: CC1=C(C(=CC=C1)Cl)NC(=O)C2=CN=C(S2)NC3=CC(=NC(=N3)C)N4CCN(CC4)CCO. Cell line: NCI-H522. Synergy scores: CSS=46.7, Synergy_ZIP=-12.6, Synergy_Bliss=-0.361, Synergy_Loewe=2.47, Synergy_HSA=3.31.